From a dataset of Forward reaction prediction with 1.9M reactions from USPTO patents (1976-2016). Predict the product of the given reaction. (1) Given the reactants [C:1]([O:5][C:6]([N:8]1[C:21]2[CH:20]=[CH:19][CH:18]=[C:17](OS(C(F)(F)F)(=O)=O)[C:16]=2[S:15][C:14]2[C:9]1=[CH:10][CH:11]=[CH:12][CH:13]=2)=[O:7])([CH3:4])([CH3:3])[CH3:2].[B:30]1([B:30]2[O:34][C:33]([CH3:36])([CH3:35])[C:32]([CH3:38])([CH3:37])[O:31]2)[O:34][C:33]([CH3:36])([CH3:35])[C:32]([CH3:38])([CH3:37])[O:31]1.C([O-])(=O)C.[K+].N#N, predict the reaction product. The product is: [C:1]([O:5][C:6]([N:8]1[C:21]2[CH:20]=[CH:19][CH:18]=[C:17]([B:30]3[O:34][C:33]([CH3:36])([CH3:35])[C:32]([CH3:38])([CH3:37])[O:31]3)[C:16]=2[S:15][C:14]2[C:9]1=[CH:10][CH:11]=[CH:12][CH:13]=2)=[O:7])([CH3:4])([CH3:3])[CH3:2]. (2) Given the reactants [Cl:1][C:2]1[C:3]([NH:27][C:28]2[CH:33]=[CH:32][CH:31]=[CH:30][C:29]=2[S:34]([CH:37]([CH3:39])[CH3:38])(=[O:36])=[O:35])=[N:4][C:5]([NH:8][C:9]2[CH:14]=[C:13]([N+:15]([O-])=O)[C:12]([CH:18]3[CH2:23][CH2:22][N:21]([CH3:24])[CH2:20][CH2:19]3)=[CH:11][C:10]=2[O:25][CH3:26])=[N:6][CH:7]=1, predict the reaction product. The product is: [NH2:15][C:13]1[C:12]([CH:18]2[CH2:19][CH2:20][N:21]([CH3:24])[CH2:22][CH2:23]2)=[CH:11][C:10]([O:25][CH3:26])=[C:9]([NH:8][C:5]2[N:4]=[C:3]([NH:27][C:28]3[CH:33]=[CH:32][CH:31]=[CH:30][C:29]=3[S:34]([CH:37]([CH3:39])[CH3:38])(=[O:35])=[O:36])[C:2]([Cl:1])=[CH:7][N:6]=2)[CH:14]=1. (3) Given the reactants C([O:8][C:9]([C:11]1[S:36][C:14]2[N:15]([CH3:35])[C:16](=[O:34])[N:17]([CH2:20][C:21]3[CH:26]=[CH:25][C:24]([C:27]([O:29][C:30]([CH3:33])([CH3:32])[CH3:31])=[O:28])=[CH:23][CH:22]=3)[C:18](=[O:19])[C:13]=2[CH:12]=1)=[O:10])C1C=CC=CC=1.[Li+].[OH-], predict the reaction product. The product is: [C:30]([O:29][C:27]([C:24]1[CH:25]=[CH:26][C:21]([CH2:20][N:17]2[C:18](=[O:19])[C:13]3[CH:12]=[C:11]([C:9]([OH:10])=[O:8])[S:36][C:14]=3[N:15]([CH3:35])[C:16]2=[O:34])=[CH:22][CH:23]=1)=[O:28])([CH3:33])([CH3:31])[CH3:32]. (4) Given the reactants [CH3:1][C:2]1[CH:3]=[CH:4][C:5]([C:12]#[C:13][Si](C)(C)C)=[C:6]([CH2:8][C:9]([OH:11])=[O:10])[CH:7]=1.C(=O)([O-])[O-].[K+].[K+], predict the reaction product. The product is: [C:12]([C:5]1[CH:4]=[CH:3][C:2]([CH3:1])=[CH:7][C:6]=1[CH2:8][C:9]([OH:11])=[O:10])#[CH:13]. (5) The product is: [CH:27]1([N:26]([CH:33]2[CH2:38][CH2:37][CH2:36][CH2:35][CH2:34]2)[C:24](=[O:25])[NH:23][C:21]2[S:22][C:18]([N:14]3[CH2:15][CH2:16][N:11]([CH3:10])[CH2:12][CH2:13]3)=[C:19]([CH2:39][C:40]([O:42][CH2:43][CH3:44])=[O:41])[N:20]=2)[CH2:32][CH2:31][CH2:30][CH2:29][CH2:28]1. Given the reactants CCN(C(C)C)C(C)C.[CH3:10][N:11]1[CH2:16][CH2:15][NH:14][CH2:13][CH2:12]1.Cl[C:18]1[S:22][C:21]([NH:23][C:24]([N:26]([CH:33]2[CH2:38][CH2:37][CH2:36][CH2:35][CH2:34]2)[CH:27]2[CH2:32][CH2:31][CH2:30][CH2:29][CH2:28]2)=[O:25])=[N:20][C:19]=1[CH2:39][C:40]([O:42][CH2:43][CH3:44])=[O:41], predict the reaction product.